Dataset: Reaction yield outcomes from USPTO patents with 853,638 reactions. Task: Predict the reaction yield, written as a fraction of the theoretical maximum amount of product (1.0 means a 100% yield; for example, 0.34 means a 34% yield). (1) The reactants are [Br:1][C:2]1[CH:7]=[CH:6][C:5]([O:8][CH2:9][CH:10]([CH2:20][O:21][Si](C(C)(C)C)(C)C)[CH2:11][O:12][Si](C(C)(C)C)(C)C)=[CH:4][N:3]=1.Cl.C(=O)=O.CC(C)=O.N. The catalyst is CCO.CO. The product is [Br:1][C:2]1[N:3]=[CH:4][C:5]([O:8][CH2:9][CH:10]([CH2:20][OH:21])[CH2:11][OH:12])=[CH:6][CH:7]=1. The yield is 0.940. (2) The reactants are Cl.Cl.[C:3]([N:6]1[C:15]2[C:10](=[CH:11][C:12]([N:16]3[CH:20]=[C:19]([CH3:21])[N:18]=[CH:17]3)=[CH:13][CH:14]=2)[C@H:9]([NH2:22])[CH2:8][C@@H:7]1[CH3:23])(=[O:5])[CH3:4].I[C:25]1[CH:34]=[CH:33][C:28]([C:29]([O:31][CH3:32])=[O:30])=[CH:27][CH:26]=1.CC(C)([O-])C.[Na+].C1(P(C2CCCCC2)C2C=CC=CC=2C2C(N(C)C)=CC=CC=2)CCCCC1. The catalyst is C1C=CC(/C=C/C(/C=C/C2C=CC=CC=2)=O)=CC=1.C1C=CC(/C=C/C(/C=C/C2C=CC=CC=2)=O)=CC=1.C1C=CC(/C=C/C(/C=C/C2C=CC=CC=2)=O)=CC=1.[Pd].[Pd]. The product is [C:3]([N:6]1[C:15]2[C:10](=[CH:11][C:12]([N:16]3[CH:20]=[C:19]([CH3:21])[N:18]=[CH:17]3)=[CH:13][CH:14]=2)[C@H:9]([NH:22][C:25]2[CH:34]=[CH:33][C:28]([C:29]([O:31][CH3:32])=[O:30])=[CH:27][CH:26]=2)[CH2:8][C@@H:7]1[CH3:23])(=[O:5])[CH3:4]. The yield is 0.130. (3) The reactants are [N+:1]([C:4]1[CH:9]=[CH:8][C:7]([S:10]([C:13]2[CH:14]=[CH:15][C:16]3[O:25][C:24]4[CH2:23][CH2:22][N:21]([C:26]([O:28][C:29]([CH3:32])([CH3:31])[CH3:30])=[O:27])[CH2:20][C:19]=4[C:17]=3[CH:18]=2)(=[O:12])=[O:11])=[CH:6][CH:5]=1)([O-])=O.[Cl-].[NH4+]. The catalyst is C(O)C.O.[Fe]. The product is [NH2:1][C:4]1[CH:9]=[CH:8][C:7]([S:10]([C:13]2[CH:14]=[CH:15][C:16]3[O:25][C:24]4[CH2:23][CH2:22][N:21]([C:26]([O:28][C:29]([CH3:32])([CH3:31])[CH3:30])=[O:27])[CH2:20][C:19]=4[C:17]=3[CH:18]=2)(=[O:11])=[O:12])=[CH:6][CH:5]=1. The yield is 0.870. (4) The reactants are [CH3:1][C:2]1[C:3]([C:7]([O:9][CH3:10])=[O:8])=[CH:4][S:5][CH:6]=1.C1C(=O)N([I:18])C(=O)C1. The catalyst is CN(C=O)C.CCOC(C)=O. The product is [I:18][C:6]1[S:5][CH:4]=[C:3]([C:7]([O:9][CH3:10])=[O:8])[C:2]=1[CH3:1]. The yield is 0.870. (5) The reactants are I(C1C=CC=CC=1C(O)=O)(=O)=O.[CH2:13]([N:20]1[C:24](=[O:25])[CH2:23][CH2:22][C@@H:21]1[C:26]([NH:28][CH:29]([CH:37]([OH:44])[C:38]([NH:40][O:41][CH2:42][CH3:43])=[O:39])[CH2:30][C:31]1[CH:36]=[CH:35][CH:34]=[CH:33][CH:32]=1)=[O:27])[C:14]1[CH:19]=[CH:18][CH:17]=[CH:16][CH:15]=1.C([O-])(O)=O.[Na+]. The catalyst is CS(C)=O.O.ClCCl. The product is [CH2:13]([N:20]1[C:24](=[O:25])[CH2:23][CH2:22][C@@H:21]1[C:26]([NH:28][CH:29]([C:37](=[O:44])[C:38]([NH:40][O:41][CH2:42][CH3:43])=[O:39])[CH2:30][C:31]1[CH:36]=[CH:35][CH:34]=[CH:33][CH:32]=1)=[O:27])[C:14]1[CH:15]=[CH:16][CH:17]=[CH:18][CH:19]=1. The yield is 0.0302. (6) The product is [NH2:1][C:2]1[C:11]2[C:6](=[C:7]([C:22]3[CH:21]=[C:20]([F:19])[CH:25]=[CH:24][C:23]=3[CH3:29])[CH:8]=[CH:9][CH:10]=2)[N:5]=[N:4][C:3]=1[C:13]([NH:15][CH2:16][CH2:17][CH3:18])=[O:14]. The yield is 0.860. The reactants are [NH2:1][C:2]1[C:11]2[C:6](=[C:7](Br)[CH:8]=[CH:9][CH:10]=2)[N:5]=[N:4][C:3]=1[C:13]([NH:15][CH2:16][CH2:17][CH3:18])=[O:14].[F:19][C:20]1[CH:21]=[CH:22][C:23]([CH3:29])=[C:24](B(O)O)[CH:25]=1. No catalyst specified. (7) The reactants are C(OC([NH:8][C@H:9]([C:41]1[CH:46]=[CH:45][CH:44]=[CH:43][CH:42]=1)[CH2:10][N:11]1[C:16](=[O:17])[C:15]([C:18]2[CH:23]=[CH:22][CH:21]=[C:20]([O:24][CH3:25])[C:19]=2[F:26])=[C:14]([CH3:27])[N:13]([CH2:28][C:29]2[C:34]([S:35]([CH3:38])(=[O:37])=[O:36])=[CH:33][CH:32]=[CH:31][C:30]=2[F:39])[C:12]1=[O:40])=O)(C)(C)C.FC(F)(F)C(O)=O. The catalyst is ClCCl. The product is [NH2:8][C@H:9]([C:41]1[CH:42]=[CH:43][CH:44]=[CH:45][CH:46]=1)[CH2:10][N:11]1[C:16](=[O:17])[C:15]([C:18]2[CH:23]=[CH:22][CH:21]=[C:20]([O:24][CH3:25])[C:19]=2[F:26])=[C:14]([CH3:27])[N:13]([CH2:28][C:29]2[C:34]([S:35]([CH3:38])(=[O:37])=[O:36])=[CH:33][CH:32]=[CH:31][C:30]=2[F:39])[C:12]1=[O:40]. The yield is 0.940. (8) The reactants are Br[C:2]1[CH:3]=[C:4]([NH2:17])[C:5]([N:8]([CH2:13][CH:14]([CH3:16])[CH3:15])[CH2:9][CH:10]([CH3:12])[CH3:11])=[CH:6][CH:7]=1.[CH3:18][C:19]1([CH3:33])[CH2:24][O:23][B:22]([B:22]2[O:23][CH2:24][C:19]([CH3:33])([CH3:18])[CH2:20][O:21]2)[O:21][CH2:20]1.C([O-])(=O)C.[K+]. The catalyst is CS(C)=O. The product is [CH3:18][C:19]1([CH3:33])[CH2:24][O:23][B:22]([C:2]2[CH:3]=[C:4]([NH2:17])[C:5]([N:8]([CH2:13][CH:14]([CH3:16])[CH3:15])[CH2:9][CH:10]([CH3:12])[CH3:11])=[CH:6][CH:7]=2)[O:21][CH2:20]1. The yield is 0.780.